Dataset: Retrosynthesis with 50K atom-mapped reactions and 10 reaction types from USPTO. Task: Predict the reactants needed to synthesize the given product. (1) Given the product Cc1ccc(C(F)(F)CNc2ccc(C#N)c(CC(=O)O)c2F)nc1, predict the reactants needed to synthesize it. The reactants are: CCOC(=O)Cc1c(C#N)ccc(NCC(F)(F)c2ccc(C)cn2)c1F. (2) Given the product O=[N+]([O-])c1cccc(CO)c1, predict the reactants needed to synthesize it. The reactants are: O=Cc1cccc([N+](=O)[O-])c1.